Dataset: Peptide-MHC class I binding affinity with 185,985 pairs from IEDB/IMGT. Task: Regression. Given a peptide amino acid sequence and an MHC pseudo amino acid sequence, predict their binding affinity value. This is MHC class I binding data. The MHC is HLA-B07:02 with pseudo-sequence HLA-B07:02. The peptide sequence is EMADYIFFV. The binding affinity (normalized) is 0.0847.